Dataset: Forward reaction prediction with 1.9M reactions from USPTO patents (1976-2016). Task: Predict the product of the given reaction. (1) Given the reactants [CH3:1][NH:2][C:3]1[N:8]=[C:7]([CH2:9][NH:10][C:11]2[CH:19]=[CH:18][CH:17]=[CH:16][C:12]=2[C:13]([OH:15])=O)[CH:6]=[CH:5][N:4]=1.[C:20]([O:24][C:25]([N:27]1[CH2:36][C:35]([CH3:38])([CH3:37])[C:34]2[C:29](=[CH:30][C:31]([NH2:39])=[CH:32][CH:33]=2)[CH2:28]1)=[O:26])([CH3:23])([CH3:22])[CH3:21].CN(C(ON1N=NC2C=CC=CC1=2)=[N+](C)C)C.[B-](F)(F)(F)F.CCN(C(C)C)C(C)C, predict the reaction product. The product is: [C:20]([O:24][C:25]([N:27]1[CH2:36][C:35]([CH3:38])([CH3:37])[C:34]2[C:29](=[CH:30][C:31]([NH:39][C:13](=[O:15])[C:12]3[CH:16]=[CH:17][CH:18]=[CH:19][C:11]=3[NH:10][CH2:9][C:7]3[CH:6]=[CH:5][N:4]=[C:3]([NH:2][CH3:1])[N:8]=3)=[CH:32][CH:33]=2)[CH2:28]1)=[O:26])([CH3:23])([CH3:21])[CH3:22]. (2) Given the reactants [CH3:1][O:2][C:3](=[O:22])[C:4]1[CH:9]=[CH:8][C:7]([C:10]([F:13])([F:12])[F:11])=[C:6](OS(C(F)(F)F)(=O)=O)[CH:5]=1.[C:23]1(OB(O)O)[CH2:27][CH2:26][CH2:25][CH:24]=1.C(=O)([O-])[O-].[Cs+].[Cs+], predict the reaction product. The product is: [CH3:1][O:2][C:3](=[O:22])[C:4]1[CH:9]=[CH:8][C:7]([C:10]([F:13])([F:12])[F:11])=[C:6]([C:23]2[CH2:27][CH2:26][CH2:25][CH:24]=2)[CH:5]=1. (3) Given the reactants C[O:2][C:3](=[O:17])[C:4]1[CH:9]=[C:8]([N:10]2[CH2:14][CH2:13][O:12][C:11]2=[O:15])[CH:7]=[C:6](Br)[CH:5]=1.[CH2:18]=[C:19]1[CH2:24][CH2:23][O:22][CH2:21][CH2:20]1.[NH:25]1[C:35]2[C:30](=[CH:31][CH:32]=[CH:33][CH:34]=2)[C:28](=O)[C:26]1=[O:27], predict the reaction product. The product is: [O:15]=[C:11]1[N:10]([C:8]2[CH:9]=[C:4]([CH:5]=[C:6]([N:25]3[C:35]4[C:30](=[CH:31][CH:32]=[CH:33][CH:34]=4)[C@:28]4([C:19]5([CH2:24][CH2:23][O:22][CH2:21][CH2:20]5)[CH2:18]4)[C:26]3=[O:27])[CH:7]=2)[C:3]([OH:2])=[O:17])[CH2:14][CH2:13][O:12]1. (4) Given the reactants I[C:2]1[CH:12]=[CH:11][C:5]([C:6]([O:8][CH2:9][CH3:10])=[O:7])=[CH:4][CH:3]=1.C([Mg]Cl)(C)C.[CH3:18][C:19]1([CH3:26])[CH2:22][CH:21]([C:23](Cl)=[O:24])[CH2:20]1, predict the reaction product. The product is: [CH3:18][C:19]1([CH3:26])[CH2:22][CH:21]([C:23]([C:2]2[CH:12]=[CH:11][C:5]([C:6]([O:8][CH2:9][CH3:10])=[O:7])=[CH:4][CH:3]=2)=[O:24])[CH2:20]1. (5) Given the reactants [F:1][C:2]1[CH:7]=[CH:6][C:5]([CH:8]2[O:10][C:9]2([C:17](=O)[CH2:18][CH:19]2[CH2:24][CH2:23][N:22]([C:25]([O:27][C:28]([CH3:31])([CH3:30])[CH3:29])=[O:26])[CH2:21][CH2:20]2)[C:11]2[CH:16]=[CH:15][N:14]=[CH:13][CH:12]=2)=[CH:4][CH:3]=1.[NH2:33][NH2:34], predict the reaction product. The product is: [F:1][C:2]1[CH:7]=[CH:6][C:5]([CH:8]2[NH:34][N:33]=[C:17]([CH2:18][CH:19]3[CH2:24][CH2:23][N:22]([C:25]([O:27][C:28]([CH3:29])([CH3:31])[CH3:30])=[O:26])[CH2:21][CH2:20]3)[C:9]2([OH:10])[C:11]2[CH:12]=[CH:13][N:14]=[CH:15][CH:16]=2)=[CH:4][CH:3]=1. (6) The product is: [Br:22][C:5]1[C:6](=[O:8])[NH:7][C:2](=[O:1])[N:3]([C:9]([NH:11][CH2:12][CH2:13][CH2:14][CH2:15][CH2:16][CH3:21])=[O:10])[CH:4]=1. Given the reactants [O:1]=[C:2]1[NH:7][C:6](=[O:8])[CH:5]=[CH:4][N:3]1[C:9]([NH:11][CH2:12][CH2:13][CH2:14][CH2:15][C:16]1[CH:21]=CC=CC=1)=[O:10].[Br:22]C1C(=O)NC(=O)NC=1, predict the reaction product. (7) The product is: [CH3:19][N:18]([CH3:20])[C:10]1[C:11]2[O:12][CH2:13][CH2:14][N:15]([C:32]([NH:46][C:43]3[CH:44]=[CH:45][N:40]=[CH:41][CH:42]=3)=[O:38])[C:16]=2[N:17]=[C:8]([C:4]2[CH:5]=[CH:6][CH:7]=[C:2]([F:1])[CH:3]=2)[N:9]=1. Given the reactants [F:1][C:2]1[CH:3]=[C:4]([C:8]2[N:9]=[C:10]([N:18]([CH3:20])[CH3:19])[C:11]3[O:12][CH2:13][CH2:14][NH:15][C:16]=3[N:17]=2)[CH:5]=[CH:6][CH:7]=1.C(N(CC)CC)C.ClC(Cl)(O[C:32](=[O:38])OC(Cl)(Cl)Cl)Cl.[N:40]1[CH:45]=[CH:44][C:43]([NH2:46])=[CH:42][CH:41]=1, predict the reaction product. (8) Given the reactants C[O:2][C:3]1[CH:10]=[C:9]([O:11]C)[CH:8]=[C:7]([N+:13]([O-:15])=[O:14])[C:4]=1[CH:5]=[O:6].C[S-].[Na+], predict the reaction product. The product is: [OH:2][C:3]1[CH:10]=[C:9]([OH:11])[CH:8]=[C:7]([N+:13]([O-:15])=[O:14])[C:4]=1[CH:5]=[O:6]. (9) Given the reactants Cl.[NH:2]1[CH2:7][CH2:6][CH2:5][C@@H:4]([OH:8])[CH2:3]1.[C:9]([O:13][C:14](O[C:14]([O:13][C:9]([CH3:12])([CH3:11])[CH3:10])=[O:15])=[O:15])([CH3:12])([CH3:11])[CH3:10].C(N(CC)CC)C, predict the reaction product. The product is: [C:9]([O:13][C:14]([N:2]1[CH2:7][CH2:6][CH2:5][C@@H:4]([OH:8])[CH2:3]1)=[O:15])([CH3:12])([CH3:11])[CH3:10].